This data is from Forward reaction prediction with 1.9M reactions from USPTO patents (1976-2016). The task is: Predict the product of the given reaction. (1) Given the reactants [S:1]1[CH:5]=[CH:4][CH:3]=[CH:2]1.[Li]CCCC.[CH3:11][C@@H:12]([CH2:15][CH3:16])[CH2:13]I, predict the reaction product. The product is: [CH3:11][C@@H:12]([CH2:15][CH3:16])[CH2:13][C:2]1[S:1][CH:5]=[CH:4][CH:3]=1. (2) Given the reactants Cl[C:2]1[N:6]2[CH:7]=[C:8]([F:11])[CH:9]=[CH:10][C:5]2=[N:4][N:3]=1.[CH2:12]1[CH2:18][O:17][CH2:16][CH2:15][NH:14][CH2:13]1, predict the reaction product. The product is: [F:11][C:8]1[CH:9]=[CH:10][C:5]2[N:6]([C:2]([N:14]3[CH2:13][CH2:12][CH2:18][O:17][CH2:16][CH2:15]3)=[N:3][N:4]=2)[CH:7]=1. (3) Given the reactants [NH2:1][O:2][CH:3]([C:8]1[CH:13]=[CH:12][CH:11]=[CH:10][CH:9]=1)[C:4](OC)=[O:5].[H-].[H-].[H-].[H-].[Li+].[Al+3], predict the reaction product. The product is: [NH2:1][O:2][CH:3]([C:8]1[CH:13]=[CH:12][CH:11]=[CH:10][CH:9]=1)[CH2:4][OH:5]. (4) Given the reactants C(Cl)(=O)C(Cl)=O.[CH3:7][C:8]1[CH:9]=[C:10]([CH:14]=[CH:15][C:16]=1[N:17]1[CH2:22][CH2:21][CH2:20][CH2:19][CH2:18]1)[C:11]([OH:13])=O.O[N:24]=[C:25]([C:27]1[CH:32]=[CH:31][CH:30]=[CH:29][C:28]=1[O:33][C:34]([F:37])([F:36])[F:35])[NH2:26].CCN(C(C)C)C(C)C, predict the reaction product. The product is: [CH3:7][C:8]1[CH:9]=[C:10]([C:11]2[O:13][N:26]=[C:25]([C:27]3[CH:32]=[CH:31][CH:30]=[CH:29][C:28]=3[O:33][C:34]([F:35])([F:36])[F:37])[N:24]=2)[CH:14]=[CH:15][C:16]=1[N:17]1[CH2:22][CH2:21][CH2:20][CH2:19][CH2:18]1. (5) Given the reactants [NH:1]([C:15]([O:17][C:18]([CH3:21])([CH3:20])[CH3:19])=[O:16])[C@H:2]([C:8]([O:10][C:11]([CH3:14])([CH3:13])[CH3:12])=[O:9])[CH2:3][CH2:4][C:5](=[O:7])[OH:6].[C:22](=O)([O-])[O-].[Cs+].[Cs+].CI, predict the reaction product. The product is: [C:18]([O:17][C:15]([NH:1][C@@H:2]([CH2:3][CH2:4][C:5]([O:6][CH3:22])=[O:7])[C:8]([O:10][C:11]([CH3:14])([CH3:12])[CH3:13])=[O:9])=[O:16])([CH3:21])([CH3:20])[CH3:19]. (6) Given the reactants [N:1]1([C:7]2[N:12]=[C:11]([CH2:13][OH:14])[CH:10]=[CH:9][CH:8]=2)[CH2:6][CH2:5][O:4][CH2:3][CH2:2]1.Cl[C:16]1[C:25]2[C:20](=[CH:21][CH:22]=[CH:23][CH:24]=2)[C:19]2=[N:26][N:27]=[C:28]([C:29]3[CH:33]=[C:32]([CH3:34])[O:31][N:30]=3)[N:18]2[N:17]=1, predict the reaction product. The product is: [CH3:34][C:32]1[O:31][N:30]=[C:29]([C:28]2[N:18]3[N:17]=[C:16]([O:14][CH2:13][C:11]4[CH:10]=[CH:9][CH:8]=[C:7]([N:1]5[CH2:2][CH2:3][O:4][CH2:5][CH2:6]5)[N:12]=4)[C:25]4[C:20]([C:19]3=[N:26][N:27]=2)=[CH:21][CH:22]=[CH:23][CH:24]=4)[CH:33]=1. (7) The product is: [Na+:38].[Na+:38].[P:2]([O-:36])([O-:35])([O:4][CH2:5][C:6]1[CH:15]=[CH:14][CH:13]=[C:12]2[C:7]=1[CH:8]=[CH:9][C:10]([NH:16][C:17]([C:19]1[S:23][C:22]3[C:24]([C:31](=[O:33])[CH3:32])=[CH:25][CH:26]=[C:27]([CH2:28][O:29][CH3:30])[C:21]=3[C:20]=1[CH3:34])=[O:18])=[N:11]2)=[O:3]. Given the reactants Cl.[P:2]([OH:36])([OH:35])([O:4][CH2:5][C:6]1[CH:15]=[CH:14][CH:13]=[C:12]2[C:7]=1[CH:8]=[CH:9][C:10]([NH:16][C:17]([C:19]1[S:23][C:22]3[C:24]([C:31](=[O:33])[CH3:32])=[CH:25][CH:26]=[C:27]([CH2:28][O:29][CH3:30])[C:21]=3[C:20]=1[CH3:34])=[O:18])=[N:11]2)=[O:3].[OH-].[Na+:38], predict the reaction product. (8) Given the reactants [Br:1][C:2]1[CH:3]=[CH:4][C:5]([NH:12][C:13]2[C:18]([O:19][CH3:20])=[CH:17][C:16]([C:21]3[CH:26]=[CH:25][C:24]([Cl:27])=[C:23]([CH3:28])[CH:22]=3)=[C:15]([F:29])[CH:14]=2)=[C:6]([CH:11]=1)[C:7](OC)=[O:8].C(OCC)C.[H-].[Al+3].[Li+].[H-].[H-].[H-].[OH-].[Na+], predict the reaction product. The product is: [Br:1][C:2]1[CH:3]=[CH:4][C:5]([NH:12][C:13]2[C:18]([O:19][CH3:20])=[CH:17][C:16]([C:21]3[CH:26]=[CH:25][C:24]([Cl:27])=[C:23]([CH3:28])[CH:22]=3)=[C:15]([F:29])[CH:14]=2)=[C:6]([CH2:7][OH:8])[CH:11]=1.